The task is: Predict which catalyst facilitates the given reaction.. This data is from Catalyst prediction with 721,799 reactions and 888 catalyst types from USPTO. (1) Reactant: [CH3:1][O:2][C:3]1[CH:4]=[CH:5][C:6]2[N:10]3[CH2:11][C:12]4[C:17]([C:9]3=[C:8]([CH:18]=O)[C:7]=2[N:20]=1)=[CH:16][CH:15]=[CH:14][CH:13]=4.[H-].[Na+].C(OP([CH2:31][CH2:32][C:33]([O:35][CH2:36][CH3:37])=[O:34])(OCC)=O)C. Product: [CH2:36]([O:35][C:33](=[O:34])[CH2:32][CH:31]=[CH:18][C:8]1[C:7]2[N:20]=[C:3]([O:2][CH3:1])[CH:4]=[CH:5][C:6]=2[N:10]2[CH2:11][C:12]3[C:17](=[CH:16][CH:15]=[CH:14][CH:13]=3)[C:9]=12)[CH3:37]. The catalyst class is: 1. (2) Reactant: C(OC([N:8]1[CH2:13][CH2:12][N:11]([C:14]2[CH:24]=[CH:23][C:17]([C:18]([O:20][CH2:21][CH3:22])=[O:19])=[CH:16][CH:15]=2)[CH2:10][CH2:9]1)=O)(C)(C)C.C(O)(C(F)(F)F)=O. Product: [N:11]1([C:14]2[CH:15]=[CH:16][C:17]([C:18]([O:20][CH2:21][CH3:22])=[O:19])=[CH:23][CH:24]=2)[CH2:10][CH2:9][NH:8][CH2:13][CH2:12]1. The catalyst class is: 2. (3) Reactant: N[C:2]1[CH:3]=[C:4]([CH:21]=[C:22]([CH:26]([CH3:28])[CH3:27])[C:23]=1[O:24][CH3:25])[O:5][C:6]1[C:11]([Br:12])=[CH:10][C:9]([CH2:13][CH:14]([OH:19])[C:15]([O:17][CH3:18])=[O:16])=[CH:8][C:7]=1[Br:20].Cl.N([O-])=O.[Na+].[I-:34].[K+]. Product: [Br:20][C:7]1[CH:8]=[C:9]([CH2:13][CH:14]([OH:19])[C:15]([O:17][CH3:18])=[O:16])[CH:10]=[C:11]([Br:12])[C:6]=1[O:5][C:4]1[CH:21]=[C:22]([CH:26]([CH3:28])[CH3:27])[C:23]([O:24][CH3:25])=[C:2]([I:34])[CH:3]=1. The catalyst class is: 72. (4) Reactant: [CH2:1]([O:8][CH2:9][C:10]1[O:14][N:13]=[C:12]([C:15]([OH:17])=O)[CH:11]=1)[C:2]1[CH:7]=[CH:6][CH:5]=[CH:4][CH:3]=1.Cl.[O:19]1[CH2:23][CH2:22][CH:21]([CH2:24][CH2:25][NH2:26])[CH2:20]1.ON1C2C=CC=CC=2N=N1.Cl.C(N=C=NCCCN(C)C)C. Product: [O:19]1[CH2:23][CH2:22][CH:21]([CH2:24][CH2:25][NH:26][C:15]([C:12]2[CH:11]=[C:10]([CH2:9][O:8][CH2:1][C:2]3[CH:3]=[CH:4][CH:5]=[CH:6][CH:7]=3)[O:14][N:13]=2)=[O:17])[CH2:20]1. The catalyst class is: 22. (5) Reactant: [N:1]1([S:11]([C:14]2[CH:15]=[C:16]([N:20]3[C:29](=[O:30])[C:28]4[C:23](=[CH:24][CH:25]=[CH:26][C:27]=4[CH2:31][C:32]#[N:33])[NH:22][C:21]3=[O:34])[CH:17]=[CH:18][CH:19]=2)(=[O:13])=[O:12])[C:10]2[C:5](=[CH:6][CH:7]=[CH:8][CH:9]=2)[CH2:4][CH2:3][CH2:2]1.[N-:35]=[N+:36]=[N-:37].[Na+].[Cl-].[NH4+]. Product: [N:1]1([S:11]([C:14]2[CH:15]=[C:16]([N:20]3[C:29](=[O:30])[C:28]4[C:23](=[CH:24][CH:25]=[CH:26][C:27]=4[CH2:31][C:32]4[NH:37][N:36]=[N:35][N:33]=4)[NH:22][C:21]3=[O:34])[CH:17]=[CH:18][CH:19]=2)(=[O:13])=[O:12])[C:10]2[C:5](=[CH:6][CH:7]=[CH:8][CH:9]=2)[CH2:4][CH2:3][CH2:2]1. The catalyst class is: 3. (6) Reactant: [CH3:1][O:2][C:3]1[CH:4]=[C:5]([C:9]2[CH:10]=[C:11]3[C:16](=[CH:17][CH:18]=2)[N:15]=[C:14]([CH3:19])[CH:13]=[CH:12]3)[CH:6]=[N:7][CH:8]=1.[Se](=O)=[O:21]. Product: [CH3:1][O:2][C:3]1[CH:4]=[C:5]([C:9]2[CH:10]=[C:11]3[C:16](=[CH:17][CH:18]=2)[N:15]=[C:14]([CH:19]=[O:21])[CH:13]=[CH:12]3)[CH:6]=[N:7][CH:8]=1. The catalyst class is: 346.